Task: Predict the product of the given reaction.. Dataset: Forward reaction prediction with 1.9M reactions from USPTO patents (1976-2016) (1) The product is: [Cl:1][C:2]1[N:3]=[C:4]([CH:24]=[N:27][OH:28])[N:5]([C:17]2[CH:22]=[CH:21][C:20]([F:23])=[CH:19][CH:18]=2)[C:6]=1[C:7]1[C:12]([F:13])=[CH:11][C:10]([O:14][CH3:15])=[CH:9][C:8]=1[F:16]. Given the reactants [Cl:1][C:2]1[N:3]=[C:4]([CH:24]=O)[N:5]([C:17]2[CH:22]=[CH:21][C:20]([F:23])=[CH:19][CH:18]=2)[C:6]=1[C:7]1[C:12]([F:13])=[CH:11][C:10]([O:14][CH3:15])=[CH:9][C:8]=1[F:16].Cl.[NH2:27][OH:28].C(=O)([O-])[O-].[Na+].[Na+], predict the reaction product. (2) Given the reactants [SH2:1].[Na].[CH2:3]([CH2:17][C:18]([NH:20][CH:21]([CH2:24][NH:25][C:26](=[S:42])[CH2:27][CH2:28][CH2:29][CH2:30][CH2:31][CH2:32][CH2:33][CH2:34][CH2:35][CH2:36][CH2:37][CH2:38][CH2:39][CH2:40][CH3:41])[CH2:22]I)=[S:19])[CH2:4][CH2:5][CH2:6][CH2:7][CH2:8][CH2:9][CH2:10][CH2:11][CH2:12][CH2:13][CH2:14][CH2:15][CH3:16], predict the reaction product. The product is: [CH2:3]([CH2:17][C:18]([NH:20][CH:21]([CH2:24][NH:25][C:26](=[S:42])[CH2:27][CH2:28][CH2:29][CH2:30][CH2:31][CH2:32][CH2:33][CH2:34][CH2:35][CH2:36][CH2:37][CH2:38][CH2:39][CH2:40][CH3:41])[CH2:22][SH:1])=[S:19])[CH2:4][CH2:5][CH2:6][CH2:7][CH2:8][CH2:9][CH2:10][CH2:11][CH2:12][CH2:13][CH2:14][CH2:15][CH3:16]. (3) Given the reactants [Br:1][C:2]1[CH:3]=[C:4]([C:8]([CH:14]2[CH2:18][CH2:17][CH2:16][CH2:15]2)([CH3:13])[C:9]([O:11][CH3:12])=[O:10])[CH:5]=[CH:6][CH:7]=1.OC1[CH2:25][CH2:24][N:23]([CH3:26])[CH2:22][CH2:21]1, predict the reaction product. The product is: [Br:1][C:2]1[CH:3]=[C:4]([C:8]([CH:14]2[CH2:15][CH2:16][CH2:17][CH2:18]2)([CH3:13])[C:9]([O:11][CH:12]2[CH2:25][CH2:24][N:23]([CH3:26])[CH2:22][CH2:21]2)=[O:10])[CH:5]=[CH:6][CH:7]=1. (4) Given the reactants [CH2:1]([O:8][C:9]1[C:10]([NH:23][C:24]2[S:25][CH:26]=[C:27]([CH2:29][CH2:30][C:31]([O:33]C)=[O:32])[N:28]=2)=[N:11][CH:12]=[C:13]([O:15][C:16]2[CH:21]=[CH:20][CH:19]=[CH:18][C:17]=2[Cl:22])[CH:14]=1)[C:2]1[CH:7]=[CH:6][CH:5]=[CH:4][CH:3]=1.[OH-].[Na+], predict the reaction product. The product is: [ClH:22].[CH2:1]([O:8][C:9]1[C:10]([NH:23][C:24]2[S:25][CH:26]=[C:27]([CH2:29][CH2:30][C:31]([OH:33])=[O:32])[N:28]=2)=[N:11][CH:12]=[C:13]([O:15][C:16]2[CH:21]=[CH:20][CH:19]=[CH:18][C:17]=2[Cl:22])[CH:14]=1)[C:2]1[CH:7]=[CH:6][CH:5]=[CH:4][CH:3]=1. (5) Given the reactants [N:1]1([C:11]2[CH:31]=[CH:30][C:14]([C:15]([N:17]3[CH2:22][CH2:21][N:20](C(OC(C)(C)C)=O)[CH2:19][CH2:18]3)=[O:16])=[CH:13][CH:12]=2)[C:10]2[C:5](=[CH:6][CH:7]=[CH:8][CH:9]=2)[CH2:4][CH2:3][CH2:2]1.[Cl:32]CCl, predict the reaction product. The product is: [ClH:32].[N:1]1([C:11]2[CH:12]=[CH:13][C:14]([C:15]([N:17]3[CH2:18][CH2:19][NH:20][CH2:21][CH2:22]3)=[O:16])=[CH:30][CH:31]=2)[C:10]2[C:5](=[CH:6][CH:7]=[CH:8][CH:9]=2)[CH2:4][CH2:3][CH2:2]1. (6) Given the reactants [Br:1][C:2]1[C:3]([CH3:11])=[CH:4][CH:5]=[C:6]2[C:10]=1[NH:9][N:8]=[CH:7]2.[C:12]([O-])([O-])=O.[Cs+].[Cs+].CI, predict the reaction product. The product is: [Br:1][C:2]1[C:10]2[C:6](=[CH:7][N:8]([CH3:12])[N:9]=2)[CH:5]=[CH:4][C:3]=1[CH3:11].